From a dataset of Forward reaction prediction with 1.9M reactions from USPTO patents (1976-2016). Predict the product of the given reaction. (1) Given the reactants [CH:1]1([C:4]2([CH:24]3[CH2:26][CH2:25]3)[CH:8]3[CH2:9][N:10]([C:13]([O:15][CH2:16][C:17]4[CH:22]=[CH:21][CH:20]=[CH:19]C=4)=[O:14])[CH2:11][CH2:12][N:7]3[C:6](=[O:23])[O:5]2)[CH2:3][CH2:2]1.C(N(CC)CC)C.C(Cl)(=O)OC1C=CC=CC=1.O, predict the reaction product. The product is: [CH:24]1([C:4]2([CH:1]3[CH2:3][CH2:2]3)[CH:8]3[CH2:9][N:10]([C:13]([O:15][C:16]4[CH:17]=[CH:22][CH:21]=[CH:20][CH:19]=4)=[O:14])[CH2:11][CH2:12][N:7]3[C:6](=[O:23])[O:5]2)[CH2:26][CH2:25]1. (2) Given the reactants [F:1][C:2]([F:27])([F:26])[C:3]1[CH:4]=[C:5]([NH:13][C:14](=[O:25])[C:15]2[CH:20]=[C:19]([Cl:21])[CH:18]=[C:17]([CH3:22])[C:16]=2[O:23]C)[CH:6]=[C:7]([C:9]([F:12])([F:11])[F:10])[CH:8]=1.B(Br)(Br)Br.[OH-].[Na+], predict the reaction product. The product is: [F:12][C:9]([F:10])([F:11])[C:7]1[CH:6]=[C:5]([NH:13][C:14](=[O:25])[C:15]2[CH:20]=[C:19]([Cl:21])[CH:18]=[C:17]([CH3:22])[C:16]=2[OH:23])[CH:4]=[C:3]([C:2]([F:1])([F:26])[F:27])[CH:8]=1. (3) Given the reactants Br[CH2:2][C:3]1[C:7]([C:8]([O:10]C(C)(C)C)=[O:9])=[CH:6][N:5]([C:15]2[CH:20]=[CH:19][CH:18]=[CH:17][C:16]=2[F:21])[N:4]=1.[CH3:22][O-:23].[Na+].[OH-].[Na+], predict the reaction product. The product is: [F:21][C:16]1[CH:17]=[CH:18][CH:19]=[CH:20][C:15]=1[N:5]1[CH:6]=[C:7]([C:8]([OH:10])=[O:9])[C:3]([CH2:2][O:23][CH3:22])=[N:4]1. (4) Given the reactants Cl[CH2:2][C:3]1[NH:8][C:7](=[O:9])[NH:6][C:5](=[O:10])[CH:4]=1.[Na+].[CH3:12][S:13]([O-:15])=[O:14], predict the reaction product. The product is: [CH3:12][S:13]([CH2:2][C:3]1[NH:8][C:7](=[O:9])[NH:6][C:5](=[O:10])[CH:4]=1)(=[O:15])=[O:14].